This data is from Forward reaction prediction with 1.9M reactions from USPTO patents (1976-2016). The task is: Predict the product of the given reaction. (1) The product is: [OH:2][NH:1][C:4]1[C:5]([O:17][CH:18]([CH3:20])[CH3:19])=[C:6]([C:13]([F:14])([F:16])[F:15])[CH:7]=[C:8]([N+:10]([O-:12])=[O:11])[CH:9]=1. Given the reactants [N+:1]([C:4]1[C:5]([O:17][CH:18]([CH3:20])[CH3:19])=[C:6]([C:13]([F:16])([F:15])[F:14])[CH:7]=[C:8]([N+:10]([O-:12])=[O:11])[CH:9]=1)([O-])=[O:2].O.O.Cl[Sn]Cl, predict the reaction product. (2) Given the reactants [C:1]([C:3]1[N:8]=[CH:7][C:6]([NH:9][C@H:10]([CH2:14][CH:15]([CH3:17])[CH3:16])[C:11]([NH2:13])=[O:12])=[CH:5][C:4]=1[NH:18][C:19]1[CH:20]=[C:21]2[C:26](=[CH:27][CH:28]=1)[N:25]=[CH:24][CH:23]=[CH:22]2)#[N:2].[OH-].[Na+].OO.CC(O)=[O:35], predict the reaction product. The product is: [NH2:13][C:11](=[O:12])[C@H:10]([NH:9][C:6]1[CH:5]=[C:4]([NH:18][C:19]2[CH:20]=[C:21]3[C:26](=[CH:27][CH:28]=2)[N:25]=[CH:24][CH:23]=[CH:22]3)[C:3]([C:1]([NH2:2])=[O:35])=[N:8][CH:7]=1)[CH2:14][CH:15]([CH3:17])[CH3:16].